This data is from Forward reaction prediction with 1.9M reactions from USPTO patents (1976-2016). The task is: Predict the product of the given reaction. (1) Given the reactants C(OC([N:8]1[CH2:13][CH2:12][CH:11]([N:14]2[CH:18]=[C:17]([C:19]3[CH:20]=[N:21][C:22]([NH2:34])=[C:23](B4OC(C)(C)C(C)(C)O4)[CH:24]=3)[CH:16]=[N:15]2)[CH2:10][CH2:9]1)=O)(C)(C)C.[F:35][C:36]([F:57])([F:56])[O:37][C:38]1[CH:47]=[C:46]2[C:41]([CH:42]=[C:43](OS(C(F)(F)F)(=O)=O)[N:44]=[CH:45]2)=[CH:40][CH:39]=1.C(=O)([O-])[O-].[K+].[K+].[ClH:64], predict the reaction product. The product is: [ClH:64].[ClH:64].[ClH:64].[NH:8]1[CH2:9][CH2:10][CH:11]([N:14]2[CH:18]=[C:17]([C:19]3[CH:24]=[C:23]([C:43]4[N:44]=[CH:45][C:46]5[C:41]([CH:42]=4)=[CH:40][CH:39]=[C:38]([O:37][C:36]([F:35])([F:57])[F:56])[CH:47]=5)[C:22]([NH2:34])=[N:21][CH:20]=3)[CH:16]=[N:15]2)[CH2:12][CH2:13]1. (2) Given the reactants [F:1][C:2]([F:24])([F:23])[C:3]1[CH:4]=[C:5]([C:13]2[N:17]=[CH:16][N:15](/[CH:18]=[CH:19]\[C:20](O)=[O:21])[N:14]=2)[CH:6]=[C:7]([C:9]([F:12])([F:11])[F:10])[CH:8]=1.[CH3:25][N:26]1[CH2:31][CH2:30][CH:29]([C:32]([NH:34][NH2:35])=[O:33])[CH2:28][CH2:27]1.C(P1(=O)OP(CCC)(=O)OP(CCC)(=O)O1)CC.CCN(C(C)C)C(C)C, predict the reaction product. The product is: [F:10][C:9]([F:12])([F:11])[C:7]1[CH:6]=[C:5]([C:13]2[N:17]=[CH:16][N:15](/[CH:18]=[CH:19]\[C:20]([NH:35][NH:34][C:32]([CH:29]3[CH2:30][CH2:31][N:26]([CH3:25])[CH2:27][CH2:28]3)=[O:33])=[O:21])[N:14]=2)[CH:4]=[C:3]([C:2]([F:23])([F:24])[F:1])[CH:8]=1. (3) Given the reactants [CH3:1][C:2]1[C:7]2[NH:8][C:9](=[S:11])[NH:10][C:6]=2[CH:5]=[C:4]([O:12][CH2:13][C:14]2[CH:23]=[CH:22][CH:21]=[CH:20][C:15]=2[C:16]([O:18][CH3:19])=[O:17])[CH:3]=1.[CH:24](N(CC)C(C)C)(C)[CH3:25].ICC, predict the reaction product. The product is: [CH2:24]([S:11][C:9]1[NH:10][C:6]2[CH:5]=[C:4]([O:12][CH2:13][C:14]3[CH:23]=[CH:22][CH:21]=[CH:20][C:15]=3[C:16]([O:18][CH3:19])=[O:17])[CH:3]=[C:2]([CH3:1])[C:7]=2[N:8]=1)[CH3:25].